The task is: Predict the reactants needed to synthesize the given product.. This data is from Full USPTO retrosynthesis dataset with 1.9M reactions from patents (1976-2016). Given the product [N:21]([CH2:7][C:5]1[N:4]=[N:3][N:2]([CH3:1])[CH:6]=1)=[N+:22]=[N-:23], predict the reactants needed to synthesize it. The reactants are: [CH3:1][N:2]1[CH:6]=[C:5]([CH2:7]O)[N:4]=[N:3]1.CS(Cl)(=O)=O.C(N(CC)CC)C.[N-:21]=[N+:22]=[N-:23].[Na+].